This data is from Forward reaction prediction with 1.9M reactions from USPTO patents (1976-2016). The task is: Predict the product of the given reaction. (1) Given the reactants [NH:1]1[C:5]2=[N:6][CH:7]=[N:8][C:9]([NH2:10])=[C:4]2[CH:3]=[N:2]1.[I:11]N1C(=O)CCC1=O.S([O-])([O-])(=O)=S.[Na+].[Na+], predict the reaction product. The product is: [I:11][C:3]1[C:4]2[C:5](=[N:6][CH:7]=[N:8][C:9]=2[NH2:10])[NH:1][N:2]=1. (2) Given the reactants N1(CCNC(=O)/C=C/C2C=CC=CC=2F)C2C=CC=CC=2N=C1.[C:24](/[C:26](=[CH:30]\[C:31]1[CH:36]=[CH:35][C:34]([F:37])=[CH:33][CH:32]=1)/[C:27]([OH:29])=[O:28])#[N:25].O[N:39]1[C:44](=[O:45])[CH2:43][CH2:42][C:40]1=[O:41].CCN=C=NCCCN(C)C.Cl, predict the reaction product. The product is: [C:24](/[C:26](=[CH:30]\[C:31]1[CH:32]=[CH:33][C:34]([F:37])=[CH:35][CH:36]=1)/[C:27]([O:29][N:39]1[C:44](=[O:45])[CH2:43][CH2:42][C:40]1=[O:41])=[O:28])#[N:25]. (3) Given the reactants [C:1]([N:9]1[C:14](=[O:15])[C:13]([CH3:16])=[CH:12][N:11]([C@H:17]2[CH2:21][CH2:20][C@H:19]([O:22][Si](C(C)(C)C)(C3C=CC=CC=3)C3C=CC=CC=3)[C@H:18]2[CH2:40][O:41]C(C2C=CC=CC=2)(C2C=CC=CC=2)C2C=CC=CC=2)[C:10]1=[O:61])(=[O:8])[C:2]1[CH:7]=[CH:6][CH:5]=[CH:4][CH:3]=1, predict the reaction product. The product is: [C:1]([N:9]1[C:14](=[O:15])[C:13]([CH3:16])=[CH:12][N:11]([C@H:17]2[CH2:21][CH2:20][C@H:19]([OH:22])[C@H:18]2[CH2:40][OH:41])[C:10]1=[O:61])(=[O:8])[C:2]1[CH:7]=[CH:6][CH:5]=[CH:4][CH:3]=1. (4) Given the reactants [CH2:1]([O:8][C:9]1[CH:14]=[C:13](I)[CH:12]=[CH:11][C:10]=1[CH:16]=[CH:17][C:18]([O:20][CH3:21])=[O:19])[C:2]1[CH:7]=[CH:6][CH:5]=[CH:4][CH:3]=1.[CH3:22][C:23](CC1C=CC=C(B2OC(C)(C)C(C)(C)O2)C=1)([CH2:27][CH2:28][CH2:29][CH2:30][CH2:31]C)C(N)=O.O.[CH3:50][N:51]([CH3:54])[CH:52]=[O:53], predict the reaction product. The product is: [CH2:1]([O:8][C:9]1[CH:14]=[C:13]([C:2]2[CH:7]=[CH:6][CH:5]=[C:4]([CH2:50][N:51]([CH3:54])[C:52](=[O:53])[CH2:31][CH2:30][CH2:29][CH2:28][CH2:27][CH2:23][CH3:22])[CH:3]=2)[CH:12]=[CH:11][C:10]=1[CH:16]=[CH:17][C:18]([O:20][CH3:21])=[O:19])[C:2]1[CH:7]=[CH:6][CH:5]=[CH:4][CH:3]=1. (5) Given the reactants C([O:3][C:4](=[O:16])[CH2:5][N:6]1[CH2:11][CH2:10][N:9]([S:12]([CH3:15])(=[O:14])=[O:13])[CH2:8][CH2:7]1)C.C1COCC1.O.[OH-].[Li+], predict the reaction product. The product is: [CH3:15][S:12]([N:9]1[CH2:10][CH2:11][N:6]([CH2:5][C:4]([OH:16])=[O:3])[CH2:7][CH2:8]1)(=[O:13])=[O:14]. (6) Given the reactants [O:1]=[C:2]1[C:10]2[C:5](=[CH:6][CH:7]=[CH:8][C:9]=2[O:11][CH2:12][CH:13]2[CH2:17][CH2:16][CH2:15][O:14]2)[CH2:4][N:3]1[CH2:18][C:19]1[CH:27]=[CH:26][C:22]([C:23](O)=[O:24])=[CH:21][CH:20]=1.[O:28]1[CH2:32][CH2:31][CH2:30][CH:29]1[CH2:33][NH2:34].C(N(CC)CC)C, predict the reaction product. The product is: [O:1]=[C:2]1[C:10]2[C:5](=[CH:6][CH:7]=[CH:8][C:9]=2[O:11][CH2:12][CH:13]2[CH2:17][CH2:16][CH2:15][O:14]2)[CH2:4][N:3]1[CH2:18][C:19]1[CH:20]=[CH:21][C:22]([C:23]([NH:34][CH2:33][CH:29]2[CH2:30][CH2:31][CH2:32][O:28]2)=[O:24])=[CH:26][CH:27]=1. (7) Given the reactants Cl.[Cl:2][CH2:3][C:4]1[CH:5]=[N:6][CH:7]=[C:8]([C:10]2[CH:15]=[CH:14][C:13]([Cl:16])=[C:12]([Cl:17])[CH:11]=2)[CH:9]=1.[CH2:18]([C:20]1[NH:21][CH:22]=[CH:23][N:24]=1)[CH3:19], predict the reaction product. The product is: [ClH:2].[Cl:17][C:12]1[CH:11]=[C:10]([C:8]2[CH:7]=[N:6][CH:5]=[C:4]([CH2:3][N:21]3[CH:22]=[CH:23][N:24]=[C:20]3[CH2:18][CH3:19])[CH:9]=2)[CH:15]=[CH:14][C:13]=1[Cl:16]. (8) Given the reactants [H-].[Na+].[C:3]([C:6]1[S:7][CH:8]=[CH:9][CH:10]=1)(=[O:5])[CH3:4].[C:11](OCC)(=[O:13])[CH3:12].Cl, predict the reaction product. The product is: [S:7]1[CH:8]=[CH:9][CH:10]=[C:6]1[C:3](=[O:5])[CH2:4][C:11](=[O:13])[CH3:12].